From a dataset of Full USPTO retrosynthesis dataset with 1.9M reactions from patents (1976-2016). Predict the reactants needed to synthesize the given product. (1) The reactants are: Cl.[F:2][C:3]1[CH:4]=[CH:5][C:6]2[C:10]([CH:11]3[CH2:16][CH2:15][NH:14][CH2:13][CH2:12]3)=[CH:9][S:8][C:7]=2[CH:17]=1.Cl[C:19]1[N:20]([CH3:32])[C:21](=[O:31])[CH:22]=[C:23]([C:25]2[CH:30]=[CH:29][N:28]=[CH:27][N:26]=2)[N:24]=1.C(N(CC)CC)C. Given the product [F:2][C:3]1[CH:4]=[CH:5][C:6]2[C:10]([CH:11]3[CH2:12][CH2:13][N:14]([C:19]4[N:20]([CH3:32])[C:21](=[O:31])[CH:22]=[C:23]([C:25]5[CH:30]=[CH:29][N:28]=[CH:27][N:26]=5)[N:24]=4)[CH2:15][CH2:16]3)=[CH:9][S:8][C:7]=2[CH:17]=1, predict the reactants needed to synthesize it. (2) Given the product [Cl:1][C:2]1[S:6][C:5]([C:7]([OH:9])=[O:8])=[CH:4][C:3]=1[C:11]1[N:15]([CH3:16])[N:14]=[CH:13][CH:12]=1, predict the reactants needed to synthesize it. The reactants are: [Cl:1][C:2]1[S:6][C:5]([C:7]([O:9]C)=[O:8])=[CH:4][C:3]=1[C:11]1[N:15]([CH3:16])[N:14]=[CH:13][CH:12]=1.[OH-].[Na+]. (3) Given the product [NH3:3].[P:4]([O:56][CH2:55][CH2:54][N:50]([CH2:49][CH2:48][CH2:47][O:46][C:40]1[CH:39]=[C:38]2[C:43]([C:34]([NH:33][C:31]3[CH:30]=[N:29][N:28]([CH2:27][C:26]([NH:25][C:19]4[CH:20]=[CH:21][CH:22]=[C:23]([F:24])[C:18]=4[F:17])=[O:57])[CH:32]=3)=[N:35][CH:36]=[N:37]2)=[CH:42][C:41]=1[O:44][CH3:45])[CH2:51][CH2:52][CH3:53])([O:5][C:6]([CH3:7])([CH3:8])[CH3:9])([O:10][C:11]([CH3:12])([CH3:13])[CH3:14])=[O:66], predict the reactants needed to synthesize it. The reactants are: C([N:3](CC)[P:4]([O:10][C:11]([CH3:14])([CH3:13])[CH3:12])[O:5][C:6]([CH3:9])([CH3:8])[CH3:7])C.[F:17][C:18]1[C:23]([F:24])=[CH:22][CH:21]=[CH:20][C:19]=1[NH:25][C:26](=[O:57])[CH2:27][N:28]1[CH:32]=[C:31]([NH:33][C:34]2[C:43]3[C:38](=[CH:39][C:40]([O:46][CH2:47][CH2:48][CH2:49][N:50]([CH2:54][CH2:55][OH:56])[CH2:51][CH2:52][CH3:53])=[C:41]([O:44][CH3:45])[CH:42]=3)[N:37]=[CH:36][N:35]=2)[CH:30]=[N:29]1.N1C=NN=N1.OO.S(S([O-])=O)([O-])(=O)=[O:66].[Na+].[Na+].C(=O)(O)[O-].[Na+]. (4) Given the product [OH:11][C:12]1[CH:17]=[C:16]([CH2:18][NH:4][C:3]2[CH:5]=[CH:6][CH:7]=[CH:8][C:2]=2[C:1]([OH:10])=[O:9])[CH:15]=[CH:14][N:13]=1, predict the reactants needed to synthesize it. The reactants are: [C:1]([OH:10])(=[O:9])[C:2]1[C:3](=[CH:5][CH:6]=[CH:7][CH:8]=1)[NH2:4].[OH:11][C:12]1[CH:17]=[C:16]([CH:18]=O)[CH:15]=[CH:14][N:13]=1. (5) Given the product [F:40][C:36]1[CH:35]=[C:34](/[CH:33]=[CH:32]/[CH:31]=[C:68]2[CH2:69][CH2:70][N:65]([C:63]3[C:62]([N+:72]([O-:74])=[O:73])=[CH:61][CH:60]=[C:59]([CH3:58])[N:64]=3)[CH2:66][CH2:67]2)[CH:39]=[CH:38][CH:37]=1, predict the reactants needed to synthesize it. The reactants are: C(OC(N1CCC(=C/C=C/C2C=CC=CC=2)CC1)=O)(C)(C)C.C(OP([CH2:31]/[CH:32]=[CH:33]/[C:34]1[CH:39]=[CH:38][CH:37]=[C:36]([F:40])[CH:35]=1)(OCC)=O)C.C(P(=O)(OCC)OCC)C=CC1C=CC=CC=1.[CH3:58][C:59]1[N:64]=[C:63]([N:65]2[CH2:70][CH2:69][C:68](=O)[CH2:67][CH2:66]2)[C:62]([N+:72]([O-:74])=[O:73])=[CH:61][CH:60]=1.